From a dataset of Catalyst prediction with 721,799 reactions and 888 catalyst types from USPTO. Predict which catalyst facilitates the given reaction. Reactant: [NH2:1][C:2]1[CH:23]=[CH:22][C:5]([O:6][C:7]2[C:16]3[C:11](=[CH:12][C:13]([O:17][CH2:18][C@@H:19]([OH:21])[CH3:20])=[CH:14][CH:15]=3)[N:10]=[CH:9][CH:8]=2)=[CH:4][CH:3]=1.[CH3:24][N:25]1[C:29]([CH3:30])=[C:28]([C:31](O)=[O:32])[C:27](=[O:34])[N:26]1[C:35]1[CH:40]=[CH:39][CH:38]=[CH:37][CH:36]=1.CCN=C=NCCCN(C)C.C1C=NC2N(O)N=NC=2C=1. Product: [OH:21][C@@H:19]([CH3:20])[CH2:18][O:17][C:13]1[CH:12]=[C:11]2[C:16]([C:7]([O:6][C:5]3[CH:4]=[CH:3][C:2]([NH:1][C:31]([C:28]4[C:27](=[O:34])[N:26]([C:35]5[CH:36]=[CH:37][CH:38]=[CH:39][CH:40]=5)[N:25]([CH3:24])[C:29]=4[CH3:30])=[O:32])=[CH:23][CH:22]=3)=[CH:8][CH:9]=[N:10]2)=[CH:15][CH:14]=1. The catalyst class is: 2.